From a dataset of Forward reaction prediction with 1.9M reactions from USPTO patents (1976-2016). Predict the product of the given reaction. (1) Given the reactants Cl[C:2]1[CH:15]=[C:14]([CH:16]([CH3:18])[CH3:17])[C:5]([C:6]([NH:8][CH2:9][CH:10]2[CH2:13][CH2:12][CH2:11]2)=[O:7])=[CH:4][N:3]=1.[Cl:19][C:20]1[CH:21]=[C:22]([CH:24]=[CH:25][CH:26]=1)[NH2:23], predict the reaction product. The product is: [Cl:19][C:20]1[CH:21]=[C:22]([NH:23][C:2]2[CH:15]=[C:14]([CH:16]([CH3:18])[CH3:17])[C:5]([C:6]([NH:8][CH2:9][CH:10]3[CH2:13][CH2:12][CH2:11]3)=[O:7])=[CH:4][N:3]=2)[CH:24]=[CH:25][CH:26]=1. (2) Given the reactants [C:1]([O:5][C:6]([NH:8][C@@H:9]([CH2:17][CH2:18][CH:19]([CH2:25][CH2:26][CH2:27][OH:28])[C:20]([O:22][CH2:23][CH3:24])=[O:21])[C:10]([O:12][C:13]([CH3:16])([CH3:15])[CH3:14])=[O:11])=[O:7])([CH3:4])([CH3:3])[CH3:2].C(N(CC)CC)C.[C:36]1([CH3:46])[CH:41]=[CH:40][C:39]([S:42](Cl)(=[O:44])=[O:43])=[CH:38][CH:37]=1, predict the reaction product. The product is: [CH2:23]([O:22][C:20](=[O:21])[CH:19]([CH2:25][CH2:26][CH2:27][O:28][S:42]([C:39]1[CH:40]=[CH:41][C:36]([CH3:46])=[CH:37][CH:38]=1)(=[O:44])=[O:43])[CH2:18][CH2:17][C@H:9]([NH:8][C:6]([O:5][C:1]([CH3:4])([CH3:3])[CH3:2])=[O:7])[C:10]([O:12][C:13]([CH3:15])([CH3:16])[CH3:14])=[O:11])[CH3:24]. (3) Given the reactants [N:1]1([C:7]2[N:12]=[CH:11][C:10]([C:13](=[O:15])[CH3:14])=[CH:9][N:8]=2)[CH2:6][CH2:5][NH:4][CH2:3][CH2:2]1.[F:16][C:17]1[CH:22]=[CH:21][C:20]([Mg]Br)=[CH:19][CH:18]=1, predict the reaction product. The product is: [F:16][C:17]1[CH:22]=[CH:21][C:20]([C:13]([C:10]2[CH:11]=[N:12][C:7]([N:1]3[CH2:2][CH2:3][NH:4][CH2:5][CH2:6]3)=[N:8][CH:9]=2)([OH:15])[CH3:14])=[CH:19][CH:18]=1. (4) Given the reactants [CH:1]1[C:13]2[NH:12][C:11]3[C:6](=[CH:7][CH:8]=[CH:9][CH:10]=3)[C:5]=2[CH:4]=[C:3]([C:14]([OH:16])=O)[CH:2]=1.[NH:17]1[CH2:22][CH2:21][CH2:20][CH2:19][CH2:18]1.CCN([CH:29]([CH3:31])[CH3:30])C(C)C.[CH2:32](Cl)[CH2:33]Cl, predict the reaction product. The product is: [CH2:32]([N:12]1[C:13]2[CH:1]=[CH:2][C:3]([C:14]([N:17]3[CH2:22][CH2:21][CH2:20][CH2:19][CH2:18]3)=[O:16])=[CH:4][C:5]=2[C:6]2[C:11]1=[CH:10][CH:9]=[CH:8][CH:7]=2)[CH2:33][CH2:31][CH2:29][CH3:30].